From a dataset of Forward reaction prediction with 1.9M reactions from USPTO patents (1976-2016). Predict the product of the given reaction. (1) Given the reactants [OH-].[Na+].[CH3:3][C@:4]12[C:11]3[CH:12]=[C:13]([O:16]C(NC)=O)[CH:14]=[CH:15][C:10]=3[N:9]([CH3:21])[C@H:8]1[N:7]([CH3:22])[CH2:6][CH2:5]2.C1C=CC(O)=C(C(O)=O)C=1.COC(C)(C)C.S(S([O-])=O)([O-])(=O)=O.[Na+].[Na+], predict the reaction product. The product is: [CH3:3][C@@:4]12[C:11]3[CH:12]=[C:13]([OH:16])[CH:14]=[CH:15][C:10]=3[N:9]([CH3:21])[C@@H:8]1[N:7]([CH3:22])[CH2:6][CH2:5]2. (2) Given the reactants [Cl:1][C:2]1[CH:3]=[CH:4][C:5]([C:25](OC)=[O:26])=[C:6]2[C:10]=1[N:9]=[C:8]1[N:11]([C:16]3[CH:21]=[CH:20][C:19]([O:22][CH3:23])=[CH:18][C:17]=3[Cl:24])[CH2:12][CH2:13][CH2:14][CH2:15][N:7]21.[BH4-].[Li+], predict the reaction product. The product is: [Cl:1][C:2]1[C:10]2[N:9]=[C:8]3[N:11]([C:16]4[CH:21]=[CH:20][C:19]([O:22][CH3:23])=[CH:18][C:17]=4[Cl:24])[CH2:12][CH2:13][CH2:14][CH2:15][N:7]3[C:6]=2[C:5]([CH2:25][OH:26])=[CH:4][CH:3]=1. (3) Given the reactants [H-].[Na+].Cl[C:4]1[N:9]=[C:8]([NH2:10])[CH:7]=[CH:6][CH:5]=1.[CH3:11][C:12]1([CH3:19])[O:16][CH:15]([CH2:17][OH:18])[CH2:14][O:13]1, predict the reaction product. The product is: [CH3:11][C:12]1([CH3:19])[O:16][CH:15]([CH2:17][O:18][C:4]2[N:9]=[C:8]([NH2:10])[CH:7]=[CH:6][CH:5]=2)[CH2:14][O:13]1. (4) Given the reactants [CH2:1]([O:8][C:9]1[CH:14]=[CH:13][CH:12]=[C:11](Br)[N:10]=1)[C:2]1[CH:7]=[CH:6][CH:5]=[CH:4][CH:3]=1.C(=O)([O-])[O-].[Cs+].[Cs+].Br.[C:23]1([NH:29][C:30]([C:32]2[N:33]=[C:34]3[CH:39]=[CH:38][C:37](B4OC(C)(C)C(C)(C)O4)=[CH:36][N:35]3[CH:49]=2)=[O:31])[CH:28]=[CH:27][CH:26]=[CH:25][CH:24]=1, predict the reaction product. The product is: [CH2:1]([O:8][C:9]1[N:10]=[C:11]([C:37]2[CH:38]=[CH:39][C:34]3[N:35]([CH:49]=[C:32]([C:30]([NH:29][C:23]4[CH:28]=[CH:27][CH:26]=[CH:25][CH:24]=4)=[O:31])[N:33]=3)[CH:36]=2)[CH:12]=[CH:13][CH:14]=1)[C:2]1[CH:7]=[CH:6][CH:5]=[CH:4][CH:3]=1.